This data is from Retrosynthesis with 50K atom-mapped reactions and 10 reaction types from USPTO. The task is: Predict the reactants needed to synthesize the given product. (1) Given the product CCCc1c(OCCCN(CC)C(=O)NC)ccc2c(C(F)(F)F)noc12, predict the reactants needed to synthesize it. The reactants are: CCCc1c(OCCCNCC)ccc2c(C(F)(F)F)noc12.CN=C=O. (2) Given the product CNC(=O)NCCC(=O)NNC(=O)N1Cc2ccccc2Oc2ccc(Cl)cc21, predict the reactants needed to synthesize it. The reactants are: CN=C=O.NCCC(=O)NNC(=O)N1Cc2ccccc2Oc2ccc(Cl)cc21. (3) Given the product Cc1nc(-n2cc(CCC3CCCCC3)nn2)sc1C(=O)NCc1ccccc1, predict the reactants needed to synthesize it. The reactants are: C#CCCC1CCCCC1.Cc1nc(N=[N+]=[N-])sc1C(=O)NCc1ccccc1.